Dataset: Forward reaction prediction with 1.9M reactions from USPTO patents (1976-2016). Task: Predict the product of the given reaction. (1) The product is: [CH3:27][O:26][C:24]([C@H:15]1[CH2:12][CH2:11][N:10]([C:24]([O:26][C:27]([CH3:28])([CH3:29])[CH3:30])=[O:25])[CH2:13]1)=[O:25]. Given the reactants Cl.Cl[Si](C)(C)C.C([N:10]([CH:13]([CH3:15])C)[CH2:11][CH3:12])(C)C.[C:24](O[C:24]([O:26][C:27]([CH3:30])([CH3:29])[CH3:28])=[O:25])([O:26][C:27]([CH3:30])([CH3:29])[CH3:28])=[O:25], predict the reaction product. (2) Given the reactants [Cl:1][C:2]1[C:11]2[C:6](=[CH:7][C:8]([F:12])=[CH:9][CH:10]=2)[N:5]([CH2:13][CH:14]=O)[C:4](=[O:16])[CH:3]=1.[C:17]([O:21][C:22](=[O:41])[N:23]([CH2:30][C:31]1[CH:40]=[CH:39][C:34]2[O:35][CH2:36][CH2:37][O:38][C:33]=2[CH:32]=1)[CH:24]1[CH2:29][CH2:28][NH:27][CH2:26][CH2:25]1)([CH3:20])([CH3:19])[CH3:18].C(O[BH-](OC(=O)C)OC(=O)C)(=O)C.[Na+].C(=O)([O-])O.[Na+], predict the reaction product. The product is: [C:17]([O:21][C:22](=[O:41])[N:23]([CH2:30][C:31]1[CH:40]=[CH:39][C:34]2[O:35][CH2:36][CH2:37][O:38][C:33]=2[CH:32]=1)[CH:24]1[CH2:29][CH2:28][N:27]([CH2:14][CH2:13][N:5]2[C:6]3[C:11](=[CH:10][CH:9]=[C:8]([F:12])[CH:7]=3)[C:2]([Cl:1])=[CH:3][C:4]2=[O:16])[CH2:26][CH2:25]1)([CH3:20])([CH3:18])[CH3:19]. (3) The product is: [F:38][C:2]([F:1])([F:39])[C:3]1[CH:4]=[C:5]([CH:31]=[C:32]([C:34]([F:35])([F:36])[F:37])[CH:33]=1)[CH2:6][N:7]([CH2:14][C:15]1[CH:16]=[C:17]2[C:28]([CH3:29])=[N:27][N:26]([CH3:30])[C:18]2=[N:19][C:20]=1[N:21]([CH2:22][CH:23]1[CH2:24][CH2:25]1)[C:50]([CH:47]1[CH2:49][CH2:48]1)=[O:51])[C:8]1[N:9]=[N:10][N:11]([CH3:13])[N:12]=1. Given the reactants [F:1][C:2]([F:39])([F:38])[C:3]1[CH:4]=[C:5]([CH:31]=[C:32]([C:34]([F:37])([F:36])[F:35])[CH:33]=1)[CH2:6][N:7]([CH2:14][C:15]1[CH:16]=[C:17]2[C:28]([CH3:29])=[N:27][N:26]([CH3:30])[C:18]2=[N:19][C:20]=1[NH:21][CH2:22][CH:23]1[CH2:25][CH2:24]1)[C:8]1[N:9]=[N:10][N:11]([CH3:13])[N:12]=1.C(N(CC)CC)C.[CH:47]1([C:50](Cl)=[O:51])[CH2:49][CH2:48]1, predict the reaction product. (4) Given the reactants [Br:1][C:2]1[CH:3]=[C:4]([CH:8]=[C:9]([C:11]([F:14])([F:13])[F:12])[CH:10]=1)[C:5](O)=[O:6].CC[N:17]=C=NCCCN(C)C.ON1C(=O)CCC1=O.N, predict the reaction product. The product is: [Br:1][C:2]1[CH:3]=[C:4]([CH:8]=[C:9]([C:11]([F:14])([F:13])[F:12])[CH:10]=1)[C:5]([NH2:17])=[O:6]. (5) Given the reactants [N:1]([CH2:4][C:5]1[CH:6]=[C:7]2[C:11](=[CH:12][CH:13]=1)[N:10]([C:14]([O:16][C:17]([CH3:20])([CH3:19])[CH3:18])=[O:15])[C:9]([C:21]1[C:22]([Cl:31])=[N:23][C:24]3[C:29]([CH:30]=1)=[CH:28][CH:27]=[CH:26][CH:25]=3)=[CH:8]2)=[N+]=[N-], predict the reaction product. The product is: [NH2:1][CH2:4][C:5]1[CH:6]=[C:7]2[C:11](=[CH:12][CH:13]=1)[N:10]([C:14]([O:16][C:17]([CH3:19])([CH3:20])[CH3:18])=[O:15])[C:9]([C:21]1[C:22]([Cl:31])=[N:23][C:24]3[C:29]([CH:30]=1)=[CH:28][CH:27]=[CH:26][CH:25]=3)=[CH:8]2.